This data is from Reaction yield outcomes from USPTO patents with 853,638 reactions. The task is: Predict the reaction yield, written as a fraction of the theoretical maximum amount of product (1.0 means a 100% yield; for example, 0.34 means a 34% yield). (1) The reactants are [F:1][C:2]1[CH:7]=[C:6](I)[CH:5]=[CH:4][C:3]=1[N:9]1[CH:14]=[C:13]([O:15][CH3:16])[C:12](=[O:17])[C:11]([C:18]2[N:22]([C:23]3[CH:28]=[CH:27][CH:26]=[CH:25][CH:24]=3)[N:21]=[CH:20][CH:19]=2)=[N:10]1.[C:29]([N:33]1[CH2:37][CH2:36][NH:35][C:34]1=[O:38])([CH3:32])([CH3:31])[CH3:30].N[C@@H]1CCCC[C@H]1N.[O-]P([O-])([O-])=O.[K+].[K+].[K+]. The catalyst is C1(C)C=CC=CC=1.[Cu]I. The product is [C:29]([N:33]1[CH2:37][CH2:36][N:35]([C:6]2[CH:5]=[CH:4][C:3]([N:9]3[CH:14]=[C:13]([O:15][CH3:16])[C:12](=[O:17])[C:11]([C:18]4[N:22]([C:23]5[CH:28]=[CH:27][CH:26]=[CH:25][CH:24]=5)[N:21]=[CH:20][CH:19]=4)=[N:10]3)=[C:2]([F:1])[CH:7]=2)[C:34]1=[O:38])([CH3:32])([CH3:31])[CH3:30]. The yield is 0.390. (2) The reactants are Br[C:2]1[CH:3]=[C:4]([NH:10][C:11]2[NH:15][N:14]=[C:13]([CH:16]3[CH2:18][CH2:17]3)[CH:12]=2)[C:5](=[O:9])[N:6]([CH3:8])[CH:7]=1.[C:19]([O:22][CH2:23][C:24]1[C:25]([N:39]2[CH2:51][CH2:50][N:42]3[C:43]4[CH2:44][CH2:45][CH2:46][CH2:47][C:48]=4[CH:49]=[C:41]3[C:40]2=[O:52])=[N:26][CH:27]=[CH:28][C:29]=1B1OC(C)(C)C(C)(C)O1)(=[O:21])[CH3:20].[O-]P([O-])([O-])=O.[K+].[K+].[K+].CC([O-])=O.[Na+]. The catalyst is C1C=CC(P(C2C=CC=CC=2)[C-]2C=CC=C2)=CC=1.C1C=CC(P(C2C=CC=CC=2)[C-]2C=CC=C2)=CC=1.Cl[Pd]Cl.[Fe+2].O.CC#N. The product is [C:19]([O:22][CH2:23][C:24]1[C:25]([N:39]2[CH2:51][CH2:50][N:42]3[C:43]4[CH2:44][CH2:45][CH2:46][CH2:47][C:48]=4[CH:49]=[C:41]3[C:40]2=[O:52])=[N:26][CH:27]=[CH:28][C:29]=1[C:2]1[CH:3]=[C:4]([NH:10][C:11]2[CH:12]=[C:13]([CH:16]3[CH2:18][CH2:17]3)[NH:14][N:15]=2)[C:5](=[O:9])[N:6]([CH3:8])[CH:7]=1)(=[O:21])[CH3:20]. The yield is 0.680.